Task: Predict which catalyst facilitates the given reaction.. Dataset: Catalyst prediction with 721,799 reactions and 888 catalyst types from USPTO (1) Reactant: [CH3:1][O:2][C:3]1[CH:8]=[CH:7][C:6]([C:9]2([CH2:14][NH2:15])[O:13][CH2:12][CH2:11][O:10]2)=[CH:5][CH:4]=1.CCN(C(C)C)C(C)C.[Cl:25][C:26]1[CH:27]=[C:28]2[C:32](=[CH:33][CH:34]=1)[NH:31][C:30]([C:35](O)=[O:36])=[CH:29]2.C1C=CC2N(O)N=NC=2C=1.O.CCN=C=NCCCN(C)C. Product: [CH3:1][O:2][C:3]1[CH:4]=[CH:5][C:6]([C:9]2([CH2:14][NH:15][C:35]([C:30]3[NH:31][C:32]4[C:28]([CH:29]=3)=[CH:27][C:26]([Cl:25])=[CH:34][CH:33]=4)=[O:36])[O:10][CH2:11][CH2:12][O:13]2)=[CH:7][CH:8]=1. The catalyst class is: 4. (2) Reactant: [F:1][C:2]1[C:10]([F:11])=[CH:9][C:5]2[NH:6][N:7]=[N:8][C:4]=2[CH:3]=1.CC(C)([O-])C.[K+].[CH2:18]([CH:22]([CH2:25][CH2:26][CH2:27][CH2:28][CH2:29][CH3:30])[CH2:23]Br)[CH2:19][CH2:20][CH3:21].[NH4+].[Cl-]. Product: [CH2:18]([CH:22]([CH2:25][CH2:26][CH2:27][CH2:28][CH2:29][CH3:30])[CH2:23][N:7]1[N:6]=[C:5]2[CH:9]=[C:10]([F:11])[C:2]([F:1])=[CH:3][C:4]2=[N:8]1)[CH2:19][CH2:20][CH3:21]. The catalyst class is: 5.